Dataset: Catalyst prediction with 721,799 reactions and 888 catalyst types from USPTO. Task: Predict which catalyst facilitates the given reaction. (1) Reactant: [N+:1]([C:4]1[CH:9]=[CH:8][C:7]([C:10]2[C:18]3[C:13](=[N:14][CH:15]=[N:16][C:17]=3[NH2:19])[NH:12][N:11]=2)=[CH:6][CH:5]=1)([O-:3])=[O:2].C([O-])([O-])=O.[K+].[K+].CS(O[C@H:31]1[CH2:35][CH2:34][N:33]([C:36]([O:38][C:39]([CH3:42])([CH3:41])[CH3:40])=[O:37])[CH2:32]1)(=O)=O. Product: [NH2:19][C:17]1[N:16]=[CH:15][N:14]=[C:13]2[N:12]([C@@H:35]3[CH2:31][CH2:32][N:33]([C:36]([O:38][C:39]([CH3:42])([CH3:41])[CH3:40])=[O:37])[CH2:34]3)[N:11]=[C:10]([C:7]3[CH:6]=[CH:5][C:4]([N+:1]([O-:3])=[O:2])=[CH:9][CH:8]=3)[C:18]=12. The catalyst class is: 3. (2) Reactant: [F:1][C:2]1[C:3]([C:10](=[O:14])[CH2:11][C:12]#[N:13])=[N:4][C:5]([O:8][CH3:9])=[CH:6][CH:7]=1.N1C=CC=CC=1.N1(S([N:29]=[N+:30]=[N-])(=O)=O)C=CN=C1. Product: [N+:29](=[C:11]([C:10]([C:3]1[C:2]([F:1])=[CH:7][CH:6]=[C:5]([O:8][CH3:9])[N:4]=1)=[O:14])[C:12]#[N:13])=[N-:30]. The catalyst class is: 10. (3) Reactant: [OH:1][C:2]12[CH2:9][CH2:8][C:5]([C:10]3[NH:18][C:17]4[C:16](=[O:19])[N:15]([CH2:20][CH2:21][CH3:22])[C:14](=[O:23])[N:13]([CH2:24][CH2:25][CH3:26])[C:12]=4[N:11]=3)([CH2:6][CH2:7]1)[CH2:4][CH2:3]2.CCN(CC)CC.[C:34]1([CH3:44])[CH:39]=[CH:38][C:37]([S:40](Cl)(=[O:42])=[O:41])=[CH:36][CH:35]=1. Product: [O:23]=[C:14]1[N:13]([CH2:24][CH2:25][CH3:26])[C:12]2[N:11]=[C:10]([C:5]34[CH2:8][CH2:9][C:2]([O:1][S:40]([C:37]5[CH:38]=[CH:39][C:34]([CH3:44])=[CH:35][CH:36]=5)(=[O:42])=[O:41])([CH2:7][CH2:6]3)[CH2:3][CH2:4]4)[NH:18][C:17]=2[C:16](=[O:19])[N:15]1[CH2:20][CH2:21][CH3:22]. The catalyst class is: 91.